Dataset: Reaction yield outcomes from USPTO patents with 853,638 reactions. Task: Predict the reaction yield, written as a fraction of the theoretical maximum amount of product (1.0 means a 100% yield; for example, 0.34 means a 34% yield). (1) The yield is 0.160. The product is [C:2]1([C@@H:14]2[CH2:19][CH2:18][CH2:17][C@H:16]([NH:20][C:26]([N:28]3[CH2:29][CH2:30][CH2:34][CH2:32]3)=[O:27])[CH2:15]2)[N:6]2[C:7]3[CH:13]=[CH:12][NH:11][C:8]=3[N:9]=[CH:10][C:5]2=[N:4][N:3]=1. The reactants are Cl.[C:2]1([C@@H:14]2[CH2:19][CH2:18][CH2:17][C@H:16]([NH2:20])[CH2:15]2)[N:6]2[C:7]3[CH:13]=[CH:12][NH:11][C:8]=3[N:9]=[CH:10][C:5]2=[N:4][N:3]=1.C1N=CN([C:26]([N:28]2[CH:32]=N[CH:30]=[CH:29]2)=[O:27])C=1.N1CCC[CH2:34]1. The catalyst is N1C=CC=CC=1. (2) The reactants are [CH:1]1([C:6]2([C:19]([OH:21])=O)[CH2:18][CH:9]3[CH2:10][N:11]([C:13](=[O:17])[N:14]([CH3:16])[CH3:15])[CH2:12][CH:8]3[CH2:7]2)[CH2:5][CH2:4][CH2:3][CH2:2]1.C(N(CC)CC)C.ClC(OCC)=O.[N-:35]=[N+:36]=[N-:37].[Na+]. The catalyst is CC(C)=O.O. The product is [CH:1]1([C:6]2([C:19]([N:35]=[N+:36]=[N-:37])=[O:21])[CH2:18][CH:9]3[CH2:10][N:11]([C:13](=[O:17])[N:14]([CH3:15])[CH3:16])[CH2:12][CH:8]3[CH2:7]2)[CH2:2][CH2:3][CH2:4][CH2:5]1. The yield is 0.950.